This data is from Reaction yield outcomes from USPTO patents with 853,638 reactions. The task is: Predict the reaction yield, written as a fraction of the theoretical maximum amount of product (1.0 means a 100% yield; for example, 0.34 means a 34% yield). (1) The reactants are [CH2:1]([N:8]1[CH2:13][CH2:12][C:11]([OH:22])([C:14]2[C:19]([CH2:20]O)=[CH:18][CH:17]=[CH:16][N:15]=2)[CH2:10][CH2:9]1)[C:2]1[CH:7]=[CH:6][CH:5]=[CH:4][CH:3]=1.C(N(CC)CC)C.CS(Cl)(=O)=O. The catalyst is O1CCCC1. The product is [CH2:1]([N:8]1[CH2:9][CH2:10][C:11]2([C:14]3=[N:15][CH:16]=[CH:17][CH:18]=[C:19]3[CH2:20][O:22]2)[CH2:12][CH2:13]1)[C:2]1[CH:7]=[CH:6][CH:5]=[CH:4][CH:3]=1. The yield is 0.620. (2) The reactants are [CH2:1]([O:8][C:9]1[C:10]([NH:21][C:22]2[S:23][CH:24]=[C:25]([CH3:27])[N:26]=2)=[N:11][CH:12]=[C:13](/[CH:15]=[CH:16]/[CH2:17][N:18]([CH3:20])[CH3:19])[CH:14]=1)[C:2]1[CH:7]=[CH:6][CH:5]=[CH:4][CH:3]=1.CC1C=CC(S(NN)(=O)=O)=CC=1.[ClH:40]. No catalyst specified. The product is [ClH:40].[ClH:40].[CH2:1]([O:8][C:9]1[C:10]([NH:21][C:22]2[S:23][CH:24]=[C:25]([CH3:27])[N:26]=2)=[N:11][CH:12]=[C:13]([CH2:15][CH2:16][CH2:17][N:18]([CH3:20])[CH3:19])[CH:14]=1)[C:2]1[CH:3]=[CH:4][CH:5]=[CH:6][CH:7]=1. The yield is 0.310. (3) The reactants are [Br:1][C:2]1[CH:31]=[C:30]([CH3:32])[C:5]([O:6][C:7]2[C:12]([N+:13]([O-:15])=[O:14])=[C:11](/[CH:16]=[CH:17]/[N:18]([CH3:20])[CH3:19])[N:10]=[C:9]([NH:21][C:22]3[CH:29]=[CH:28][C:25]([C:26]#[N:27])=[CH:24][CH:23]=3)[N:8]=2)=[C:4]([CH3:33])[CH:3]=1.C(=O)([O-])[O-].[K+].[K+].[CH3:40][C:41]([O:44][C:45](O[C:45]([O:44][C:41]([CH3:43])([CH3:42])[CH3:40])=[O:46])=[O:46])([CH3:43])[CH3:42]. The catalyst is CN(C)C1C=CN=CC=1.ClCCl. The product is [Br:1][C:2]1[CH:31]=[C:30]([CH3:32])[C:5]([O:6][C:7]2[C:12]([N+:13]([O-:15])=[O:14])=[C:11](/[CH:16]=[CH:17]/[N:18]([CH3:19])[CH3:20])[N:10]=[C:9]([N:21]([C:22]3[CH:29]=[CH:28][C:25]([C:26]#[N:27])=[CH:24][CH:23]=3)[C:45](=[O:46])[O:44][C:41]([CH3:43])([CH3:42])[CH3:40])[N:8]=2)=[C:4]([CH3:33])[CH:3]=1. The yield is 0.990. (4) The reactants are [C:1]1(/[CH:7]=[CH:8]/[CH2:9][C@H:10]([C@H:15]([OH:17])[CH3:16])[C:11]([O:13][CH3:14])=[O:12])[CH:6]=[CH:5][CH:4]=[CH:3][CH:2]=1. The catalyst is CO.[Pd]. The product is [C:1]1([CH2:7][CH2:8][CH2:9][C@H:10]([C@H:15]([OH:17])[CH3:16])[C:11]([O:13][CH3:14])=[O:12])[CH:6]=[CH:5][CH:4]=[CH:3][CH:2]=1. The yield is 1.00. (5) The reactants are [NH:1]1[CH:5]=[C:4]([B:6]2[O:14][C:11]([CH3:13])([CH3:12])[C:8]([CH3:10])([CH3:9])[O:7]2)[CH:3]=[N:2]1.C1OCCOCCOCCOCCOCCOC1.Cl[C:34]([F:39])([F:38])C([O-])=O.[Na+]. The catalyst is C(#N)C. The product is [F:38][CH:34]([F:39])[N:2]1[CH:3]=[C:4]([B:6]2[O:7][C:8]([CH3:9])([CH3:10])[C:11]([CH3:13])([CH3:12])[O:14]2)[CH:5]=[N:1]1. The yield is 0.840. (6) The reactants are [F-].C([N+](CCCC)(CCCC)CCCC)CCC.O1CCCC1.C[Si]([C:28]#[C:29][C:30]1[CH:31]=[N:32][CH:33]=[C:34]([CH:37]=1)[C:35]#[N:36])(C)C. The catalyst is C(N(CC)CC)C.C(OCC)(=O)C. The product is [C:29]([C:30]1[CH:31]=[N:32][CH:33]=[C:34]([CH:37]=1)[C:35]#[N:36])#[CH:28]. The yield is 0.740.